This data is from Catalyst prediction with 721,799 reactions and 888 catalyst types from USPTO. The task is: Predict which catalyst facilitates the given reaction. (1) Reactant: Br[CH:2]([CH3:14])[C:3]([C:5]1[CH:6]=[N:7][C:8]([CH:11]([F:13])[F:12])=[CH:9][CH:10]=1)=O.[C:15]([NH:18][C:19]([NH2:21])=[NH:20])(=[O:17])[CH3:16].O. Product: [F:12][CH:11]([F:13])[C:8]1[N:7]=[CH:6][C:5]([C:3]2[NH:21][C:19]([NH:18][C:15](=[O:17])[CH3:16])=[N:20][C:2]=2[CH3:14])=[CH:10][CH:9]=1. The catalyst class is: 3. (2) Reactant: [Cl:1][C:2]1[CH:30]=[N:29][C:5]2[N:6]([S:20]([C:23]3[CH:28]=[CH:27][CH:26]=[CH:25][CH:24]=3)(=[O:22])=[O:21])[C:7]3[C:12]([C:4]=2[CH:3]=1)=[CH:11][C:10]([C:13]1[CH:18]=[CH:17][C:16]([OH:19])=[CH:15][CH:14]=1)=[CH:9][CH:8]=3.C1(P(C2C=CC=CC=2)C2C=CC=CC=2)C=CC=CC=1.[CH2:50]([N:52]([CH2:57][CH3:58])[CH2:53][CH2:54][CH2:55]O)[CH3:51].C(OC([N+](C(OC(C)C)=O)=[N-])=O)(C)C. Product: [Cl:1][C:2]1[CH:30]=[N:29][C:5]2[N:6]([S:20]([C:23]3[CH:28]=[CH:27][CH:26]=[CH:25][CH:24]=3)(=[O:22])=[O:21])[C:7]3[C:12]([C:4]=2[CH:3]=1)=[CH:11][C:10]([C:13]1[CH:18]=[CH:17][C:16]([O:19][CH2:55][CH2:54][CH2:53][N:52]([CH2:57][CH3:58])[CH2:50][CH3:51])=[CH:15][CH:14]=1)=[CH:9][CH:8]=3. The catalyst class is: 1. (3) Reactant: F[C:2]1[CH:7]=[CH:6][C:5]([N+:8]([O-:10])=[O:9])=[CH:4][CH:3]=1.[NH:11]1[CH2:16][CH2:15][CH:14]([C:17]([O:19][CH3:20])=[O:18])[CH2:13][CH2:12]1.C([O-])([O-])=O.[K+].[K+].O. Product: [N+:8]([C:5]1[CH:6]=[CH:7][C:2]([N:11]2[CH2:16][CH2:15][CH:14]([C:17]([O:19][CH3:20])=[O:18])[CH2:13][CH2:12]2)=[CH:3][CH:4]=1)([O-:10])=[O:9]. The catalyst class is: 10. (4) The catalyst class is: 1. Product: [CH:1]1([C:4]2[N:8]([CH3:9])[C:7]3[CH:10]=[C:11]([N:14]4[CH:19]=[CH:18][C:17]([O:20][CH2:29][C:27]5[O:28][C:24]([C:23]([F:32])([F:31])[F:22])=[CH:25][CH:26]=5)=[CH:16][C:15]4=[O:21])[CH:12]=[CH:13][C:6]=3[N:5]=2)[CH2:2][CH2:3]1. Reactant: [CH:1]1([C:4]2[N:8]([CH3:9])[C:7]3[CH:10]=[C:11]([N:14]4[CH:19]=[CH:18][C:17]([OH:20])=[CH:16][C:15]4=[O:21])[CH:12]=[CH:13][C:6]=3[N:5]=2)[CH2:3][CH2:2]1.[F:22][C:23]([F:32])([F:31])[C:24]1[O:28][C:27]([CH2:29]O)=[CH:26][CH:25]=1.C(P(CCCC)CCCC)CCC.N(C(N1CCCCC1)=O)=NC(N1CCCCC1)=O. (5) Reactant: C([O:3][C:4]([CH:6]1[CH2:11][CH2:10][N:9]([C:12]2[CH:17]=[C:16]([C:18]3[CH:23]=[CH:22][CH:21]=[CH:20][C:19]=3[CH3:24])[C:15]([C:25](=[O:43])[N:26]([CH2:28][C:29]3[CH:34]=[C:33]([C:35]([F:38])([F:37])[F:36])[CH:32]=[C:31]([C:39]([F:42])([F:41])[F:40])[CH:30]=3)[CH3:27])=[CH:14][N:13]=2)[CH2:8][CH2:7]1)=[O:5])C.[OH-].[Na+]. Product: [F:42][C:39]([F:40])([F:41])[C:31]1[CH:30]=[C:29]([CH:34]=[C:33]([C:35]([F:36])([F:37])[F:38])[CH:32]=1)[CH2:28][N:26]([CH3:27])[C:25]([C:15]1[C:16]([C:18]2[CH:23]=[CH:22][CH:21]=[CH:20][C:19]=2[CH3:24])=[CH:17][C:12]([N:9]2[CH2:8][CH2:7][CH:6]([C:4]([OH:5])=[O:3])[CH2:11][CH2:10]2)=[N:13][CH:14]=1)=[O:43]. The catalyst class is: 5. (6) Reactant: [Cl:1][C:2]1[CH:7]=[CH:6][C:5]([N:8]2[C:16]([CH:17]([CH:20]3[CH2:25][CH2:24][CH2:23][CH2:22][CH2:21]3)[CH2:18][OH:19])=[C:15]3[C:10]([CH:11]=[CH:12][CH:13]=[CH:14]3)=[N:9]2)=[CH:4][CH:3]=1.[CH3:26][O:27][C:28](=[O:38])[C:29]1[CH:34]=[C:33]([CH3:35])[C:32](O)=[C:31]([CH3:37])[CH:30]=1.C1(P(C2C=CC=CC=2)C2C=CC=CC=2)C=CC=CC=1.N(C(OC(C)(C)C)=O)=NC(OC(C)(C)C)=O. Product: [CH3:26][O:27][C:28](=[O:38])[C:29]1[CH:30]=[C:31]([CH3:37])[C:32]([O:19][CH2:18][CH:17]([C:16]2[N:8]([C:5]3[CH:6]=[CH:7][C:2]([Cl:1])=[CH:3][CH:4]=3)[N:9]=[C:10]3[C:15]=2[CH:14]=[CH:13][CH:12]=[CH:11]3)[CH:20]2[CH2:25][CH2:24][CH2:23][CH2:22][CH2:21]2)=[C:33]([CH3:35])[CH:34]=1. The catalyst class is: 1. (7) Product: [ClH:1].[C:8]([C:12]1[CH:13]=[CH:14][C:15]([C:18]2[CH:19]=[C:20]3[C:24](=[CH:25][CH:26]=2)[N:23]([C:27]2[CH:32]=[CH:31][C:30]([NH:33][CH:34]([CH3:36])[CH3:35])=[CH:29][CH:28]=2)[C:22]([C:37]([OH:39])=[O:38])=[C:21]3[C:40]2[CH:45]=[CH:44][C:43]([O:46][CH:47]([CH3:49])[CH3:48])=[CH:42][CH:41]=2)=[CH:16][CH:17]=1)([CH3:10])([CH3:11])[CH3:9]. Reactant: [ClH:1].O1CCOCC1.[C:8]([C:12]1[CH:17]=[CH:16][C:15]([C:18]2[CH:19]=[C:20]3[C:24](=[CH:25][CH:26]=2)[N:23]([C:27]2[CH:32]=[CH:31][C:30]([NH:33][CH:34]([CH3:36])[CH3:35])=[CH:29][CH:28]=2)[C:22]([C:37]([OH:39])=[O:38])=[C:21]3[C:40]2[CH:45]=[CH:44][C:43]([O:46][CH:47]([CH3:49])[CH3:48])=[CH:42][CH:41]=2)=[CH:14][CH:13]=1)([CH3:11])([CH3:10])[CH3:9]. The catalyst class is: 28. (8) Reactant: [CH:1]([NH:4][N:5]1[C:17]2[C:16]3[CH:15]=[CH:14][CH:13]=[CH:12][C:11]=3[N:10]=[CH:9][C:8]=2[N:7]=[C:6]1[CH3:18])([CH3:3])[CH3:2].C1C=C(Cl)C=C(C(OO)=[O:27])C=1.C([O-])([O-])=O.[Na+].[Na+]. Product: [CH:1]([NH:4][N:5]1[C:17]2[C:16]3[CH:15]=[CH:14][CH:13]=[CH:12][C:11]=3[N+:10]([O-:27])=[CH:9][C:8]=2[N:7]=[C:6]1[CH3:18])([CH3:3])[CH3:2]. The catalyst class is: 26. (9) Reactant: [CH2:1]([O:8][C:9]([NH:11][C@@H:12]([C:20]([OH:22])=O)[C:13]1[CH:18]=[CH:17][C:16]([OH:19])=[CH:15][CH:14]=1)=[O:10])[C:2]1[CH:7]=[CH:6][CH:5]=[CH:4][CH:3]=1.[C:23]([O:27][C:28](=[O:33])[C@@H:29]([NH2:32])[CH2:30][CH3:31])([CH3:26])([CH3:25])[CH3:24].CN1CCOCC1.CN(C(ON1N=NC2C=CC=CC1=2)=[N+](C)C)C.[B-](F)(F)(F)F. The catalyst class is: 2. Product: [CH2:1]([O:8][C:9]([NH:11][C@@H:12]([C:20](=[O:22])[NH:32][C@H:29]([C:28]([O:27][C:23]([CH3:24])([CH3:26])[CH3:25])=[O:33])[CH2:30][CH3:31])[C:13]1[CH:14]=[CH:15][C:16]([OH:19])=[CH:17][CH:18]=1)=[O:10])[C:2]1[CH:3]=[CH:4][CH:5]=[CH:6][CH:7]=1.